This data is from Reaction yield outcomes from USPTO patents with 853,638 reactions. The task is: Predict the reaction yield, written as a fraction of the theoretical maximum amount of product (1.0 means a 100% yield; for example, 0.34 means a 34% yield). (1) The reactants are [CH3:1][Si:2]([CH3:17])([CH3:16])[C:3]#[C:4][C:5](=[O:15])[CH2:6][O:7][C:8]1[CH:13]=[CH:12][C:11]([F:14])=[CH:10][CH:9]=1.B1([C@H]2[C@H](C)[C@@H]3C(C)(C)[C@@H](C3)C2)C2CCCC1CCC2.C(=O)C. The catalyst is C1COCC1. The product is [F:14][C:11]1[CH:12]=[CH:13][C:8]([O:7][CH2:6][C@@H:5]([OH:15])[C:4]#[C:3][Si:2]([CH3:1])([CH3:17])[CH3:16])=[CH:9][CH:10]=1. The yield is 0.880. (2) The reactants are [N:1]1[C:10]2[C:5](=[CH:6][C:7]([C:11]([OH:13])=O)=[CH:8][CH:9]=2)[CH:4]=[CH:3][CH:2]=1.C(Cl)(=O)C(Cl)=O.CCN(C(C)C)C(C)C.Cl.[CH3:30][O:31][NH:32][CH3:33]. The catalyst is CN(C=O)C.C(Cl)Cl. The product is [CH3:30][O:31][N:32]([CH3:33])[C:11]([C:7]1[CH:6]=[C:5]2[C:10](=[CH:9][CH:8]=1)[N:1]=[CH:2][CH:3]=[CH:4]2)=[O:13]. The yield is 0.952. (3) The reactants are [CH3:1][O:2][C:3]1[CH:4]=[CH:5][C:6]2[N:7]([C:9]([CH2:12][C:13]3[CH:24]=[CH:23][C:16]4[N:17]=[C:18](S(C)=O)[S:19][C:15]=4[CH:14]=3)=[CH:10][N:11]=2)[N:8]=1.[NH2:25][C@@H:26]1[CH2:31][CH2:30][CH2:29][CH2:28][C@H:27]1[OH:32].CCN(C(C)C)C(C)C.O. The catalyst is CN1C(=O)CCC1. The product is [CH3:1][O:2][C:3]1[CH:4]=[CH:5][C:6]2[N:7]([C:9]([CH2:12][C:13]3[CH:24]=[CH:23][C:16]4[N:17]=[C:18]([NH:25][C@@H:26]5[CH2:31][CH2:30][CH2:29][CH2:28][C@H:27]5[OH:32])[S:19][C:15]=4[CH:14]=3)=[CH:10][N:11]=2)[N:8]=1. The yield is 0.330. (4) The reactants are [NH2:1][CH2:2][C:3]1[CH:8]=[CH:7][C:6]([C:9]2[C:14]([CH3:15])=[CH:13][CH:12]=[C:11]([NH:16][C:17]([C:19]3([C:22]4[CH:30]=[CH:29][C:25]5[O:26][CH2:27][O:28][C:24]=5[CH:23]=4)[CH2:21][CH2:20]3)=[O:18])[CH:10]=2)=[CH:5][CH:4]=1.[CH2:31]([S:34](Cl)(=[O:36])=[O:35])[CH2:32][CH3:33].CCN(CC)CC. The catalyst is ClCCl. The product is [O:26]1[C:25]2[CH:29]=[CH:30][C:22]([C:19]3([C:17]([NH:16][C:11]4[CH:10]=[C:9]([C:6]5[CH:5]=[CH:4][C:3]([CH2:2][NH:1][S:34]([CH2:31][CH2:32][CH3:33])(=[O:36])=[O:35])=[CH:8][CH:7]=5)[C:14]([CH3:15])=[CH:13][CH:12]=4)=[O:18])[CH2:20][CH2:21]3)=[CH:23][C:24]=2[O:28][CH2:27]1. The yield is 0.100. (5) The reactants are [CH3:1][C:2]1[CH2:7][CH2:6][CH2:5][C:4]([CH3:9])([CH3:8])[C:3]=1/[CH:10]=[CH:11]/[C:12]1[CH:13]=[C:14]([CH2:18][CH2:19][CH2:20][NH2:21])[CH:15]=[CH:16][CH:17]=1.[C:22]([OH:27])(=[O:26])[C:23]([OH:25])=[O:24]. The catalyst is C(O)C. The product is [C:22]([OH:27])(=[O:26])[C:23]([OH:25])=[O:24].[CH3:1][C:2]1[CH2:7][CH2:6][CH2:5][C:4]([CH3:8])([CH3:9])[C:3]=1/[CH:10]=[CH:11]/[C:12]1[CH:13]=[C:14]([CH2:18][CH2:19][CH2:20][NH2:21])[CH:15]=[CH:16][CH:17]=1. The yield is 0.710.